This data is from Forward reaction prediction with 1.9M reactions from USPTO patents (1976-2016). The task is: Predict the product of the given reaction. (1) Given the reactants C([O-])([O-])=O.[Na+].[Na+].CO.[CH:9]1([NH:15][CH2:16][C:17]2[CH:26]=[CH:25][C:24]3[C:19](=[CH:20][CH:21]=[CH:22][CH:23]=3)[C:18]=2B2OC(C)(C)C(C)(C)O2)[CH2:14][CH2:13][CH2:12][CH2:11][CH2:10]1.Br[C:37]1[N:42]=[C:41]([CH:43]=[O:44])[CH:40]=[CH:39][CH:38]=1, predict the reaction product. The product is: [CH:9]1([NH:15][CH2:16][C:17]2[CH:26]=[CH:25][C:24]3[C:19](=[CH:20][CH:21]=[CH:22][CH:23]=3)[C:18]=2[C:37]2[N:42]=[C:41]([CH:43]=[O:44])[CH:40]=[CH:39][CH:38]=2)[CH2:10][CH2:11][CH2:12][CH2:13][CH2:14]1. (2) Given the reactants [CH3:1][NH:2][CH2:3][C:4]1[CH:9]=[CH:8][CH:7]=[CH:6][CH:5]=1.CCN(C(C)C)C(C)C.Cl[CH2:20][C:21]1[CH:26]=[C:25]([N:27]2[CH2:32][CH2:31][O:30][CH2:29][CH2:28]2)[N:24]=[C:23]([C:33]2[CH:38]=[CH:37][CH:36]=[CH:35][N:34]=2)[N:22]=1, predict the reaction product. The product is: [CH2:3]([N:2]([CH3:1])[CH2:20][C:21]1[CH:26]=[C:25]([N:27]2[CH2:32][CH2:31][O:30][CH2:29][CH2:28]2)[N:24]=[C:23]([C:33]2[CH:38]=[CH:37][CH:36]=[CH:35][N:34]=2)[N:22]=1)[C:4]1[CH:9]=[CH:8][CH:7]=[CH:6][CH:5]=1. (3) The product is: [Cl:1][C:2]1[CH:3]=[C:4]([C@H:8]([OH:9])[C@@H:10]2[CH2:15][CH2:14][CH2:13][N:12]([C:16]([O:18][C:19]([CH3:21])([CH3:20])[CH3:22])=[O:17])[CH2:11]2)[CH:5]=[CH:6][CH:7]=1. Given the reactants [Cl:1][C:2]1[CH:3]=[C:4]([C:8]([C@@H:10]2[CH2:15][CH2:14][CH2:13][N:12]([C:16]([O:18][C:19]([CH3:22])([CH3:21])[CH3:20])=[O:17])[CH2:11]2)=[O:9])[CH:5]=[CH:6][CH:7]=1.C(OC)(C)(C)C.[OH-].[Na+], predict the reaction product. (4) Given the reactants [O:1]=[C:2]1[CH2:9][CH:8]2[CH:4]([CH2:5][CH:6]([NH:10][CH2:11][C:12]([N:14]3[CH2:18][CH2:17][CH2:16][CH:15]3[C:19]#[N:20])=[O:13])[CH2:7]2)[CH2:3]1.[ClH:21], predict the reaction product. The product is: [ClH:21].[O:1]=[C:2]1[CH2:9][CH:8]2[CH:4]([CH2:5][CH:6]([NH:10][CH2:11][C:12]([N:14]3[CH2:18][CH2:17][CH2:16][CH:15]3[C:19]#[N:20])=[O:13])[CH2:7]2)[CH2:3]1. (5) Given the reactants [NH2:1][C:2]1[CH:3]=[C:4]([CH:9]=[CH:10][N:11]=1)[C:5]([O:7][CH3:8])=[O:6].[C:12](Cl)(=[O:16])[CH:13]([CH3:15])[CH3:14], predict the reaction product. The product is: [C:12]([NH:1][C:2]1[CH:3]=[C:4]([CH:9]=[CH:10][N:11]=1)[C:5]([O:7][CH3:8])=[O:6])(=[O:16])[CH:13]([CH3:15])[CH3:14].